Dataset: Full USPTO retrosynthesis dataset with 1.9M reactions from patents (1976-2016). Task: Predict the reactants needed to synthesize the given product. (1) The reactants are: [Cl:1][C:2]1[C:10]([C:11]#[N:12])=[CH:9][CH:8]=[C:7]2[C:3]=1[CH:4]=[C:5]([CH2:13][CH2:14][CH3:15])[NH:6]2.Br[CH2:17][CH2:18][O:19][C:20]1[CH:25]=[CH:24][C:23]([NH:26][C:27](=[O:29])[CH3:28])=[CH:22][CH:21]=1. Given the product [Cl:1][C:2]1[C:10]([C:11]#[N:12])=[CH:9][CH:8]=[C:7]2[C:3]=1[CH:4]=[C:5]([CH2:13][CH2:14][CH3:15])[N:6]2[CH2:17][CH2:18][O:19][C:20]1[CH:25]=[CH:24][C:23]([NH:26][C:27](=[O:29])[CH3:28])=[CH:22][CH:21]=1, predict the reactants needed to synthesize it. (2) The reactants are: [C:1]1([C:7]2[N:8]=[CH:9][NH:10][C:11]=2[C:12](OCC)=[O:13])[CH:6]=[CH:5][CH:4]=[CH:3][CH:2]=1.[H-].[Al+3].[Li+].[H-].[H-].[H-]. Given the product [C:1]1([C:7]2[N:8]=[CH:9][NH:10][C:11]=2[CH2:12][OH:13])[CH:2]=[CH:3][CH:4]=[CH:5][CH:6]=1, predict the reactants needed to synthesize it. (3) Given the product [C:25]([O:24][CH:19]([C:4]1[C:3]([CH3:29])=[C:2]([C:30]#[N:31])[C:11]2[C:6](=[CH:7][CH:8]=[CH:9][CH:10]=2)[C:5]=1[C:12]1[CH:17]=[CH:16][C:15]([Cl:18])=[CH:14][CH:13]=1)[C:20]([OH:22])=[O:21])([CH3:26])([CH3:28])[CH3:27], predict the reactants needed to synthesize it. The reactants are: Br[C:2]1[C:11]2[C:6](=[CH:7][CH:8]=[CH:9][CH:10]=2)[C:5]([C:12]2[CH:17]=[CH:16][C:15]([Cl:18])=[CH:14][CH:13]=2)=[C:4]([CH:19]([O:24][C:25]([CH3:28])([CH3:27])[CH3:26])[C:20]([O:22]C)=[O:21])[C:3]=1[CH3:29].[C:30]([Cu])#[N:31].CN1C(=O)CCC1. (4) Given the product [CH2:35]([N:42]1[CH:47]([CH3:48])[CH2:46][O:45][C@@H:44](/[CH:49]=[CH:7]/[C:6]2[CH:5]=[CH:4][C:3]([F:2])=[CH:28][CH:27]=2)[CH2:43]1)[C:36]1[CH:37]=[CH:38][CH:39]=[CH:40][CH:41]=1, predict the reactants needed to synthesize it. The reactants are: [Br-].[F:2][C:3]1[CH:28]=[CH:27][C:6]([CH2:7][P+](C2C=CC=CC=2)(C2C=CC=CC=2)C2C=CC=CC=2)=[CH:5][CH:4]=1.C(O[K])(C)(C)C.[CH2:35]([N:42]1[CH:47]([CH3:48])[CH2:46][O:45][C@H:44]([CH:49]=O)[CH2:43]1)[C:36]1[CH:41]=[CH:40][CH:39]=[CH:38][CH:37]=1. (5) Given the product [Cl:15][CH2:14][CH2:13][CH2:12][O:11][C:8]1[CH:9]=[CH:10][C:5]([C:3]2[N:17]=[C:18]3[CH:23]=[C:22]([CH3:24])[CH:21]=[CH:20][N:19]3[CH:2]=2)=[C:6]([F:16])[CH:7]=1, predict the reactants needed to synthesize it. The reactants are: Br[CH2:2][C:3]([C:5]1[CH:10]=[CH:9][C:8]([O:11][CH2:12][CH2:13][CH2:14][Cl:15])=[CH:7][C:6]=1[F:16])=O.[NH2:17][C:18]1[CH:23]=[C:22]([CH3:24])[CH:21]=[CH:20][N:19]=1. (6) Given the product [CH:23](=[N:21][N:20]([C:14]1[CH:15]=[CH:16][C:17]([O:18][CH3:19])=[CH:12][CH:13]=1)[C:6](=[O:7])[C:5]1[CH:9]=[CH:10][C:2]([F:1])=[CH:3][CH:4]=1)[CH3:24], predict the reactants needed to synthesize it. The reactants are: [F:1][C:2]1[CH:10]=[CH:9][C:5]([C:6](Cl)=[O:7])=[CH:4][CH:3]=1.Cl[C:12]1[CH:13]=[C:14]([NH:20][NH2:21])[CH:15]=[CH:16][C:17]=1[O:18][CH3:19].N1C=CC=[CH:24][CH:23]=1. (7) Given the product [CH:19]([O:18][C:15]1[CH:16]=[CH:17][C:12]([C:10]([N:7]2[CH2:8][CH2:9][C:4]3([O:24][C@H:25]([C:27]4[CH:28]=[CH:29][CH:30]=[CH:31][CH:32]=4)[CH2:26][C@H:2]([O:1][CH3:37])[CH2:3]3)[CH2:5][CH2:6]2)=[O:11])=[CH:13][C:14]=1[O:22][CH3:23])([CH3:20])[CH3:21], predict the reactants needed to synthesize it. The reactants are: [OH:1][C@H:2]1[CH2:26][C@@H:25]([C:27]2[CH:32]=[CH:31][CH:30]=[CH:29][CH:28]=2)[O:24][C:4]2([CH2:9][CH2:8][N:7]([C:10]([C:12]3[CH:17]=[CH:16][C:15]([O:18][CH:19]([CH3:21])[CH3:20])=[C:14]([O:22][CH3:23])[CH:13]=3)=[O:11])[CH2:6][CH2:5]2)[CH2:3]1.[H-].[Na+].IC.[C:37](OCC)(=O)C. (8) Given the product [C:1]1([C:7]([CH2:20][C:19]([CH3:22])=[CH2:18])([C:8]([O:10][CH2:11][CH3:12])=[O:9])[C:13]([O:15][CH2:16][CH3:17])=[O:14])[CH:2]=[CH:3][CH:4]=[CH:5][CH:6]=1, predict the reactants needed to synthesize it. The reactants are: [C:1]1([CH:7]([C:13]([O:15][CH2:16][CH3:17])=[O:14])[C:8]([O:10][CH2:11][CH3:12])=[O:9])[CH:6]=[CH:5][CH:4]=[CH:3][CH:2]=1.[CH3:18][C:19](=[CH2:22])[CH2:20]Br.